Dataset: Full USPTO retrosynthesis dataset with 1.9M reactions from patents (1976-2016). Task: Predict the reactants needed to synthesize the given product. Given the product [Cl:1][CH2:2][C:3]([NH:5][C:6]1[CH:7]=[N:8][C:9]([C:12]2[N:13]=[C:17]([CH3:18])[O:15][N:14]=2)=[CH:10][CH:11]=1)=[O:4], predict the reactants needed to synthesize it. The reactants are: [Cl:1][CH2:2][C:3]([NH:5][C:6]1[CH:7]=[N:8][C:9]([C:12](=[N:14][OH:15])[NH2:13])=[CH:10][CH:11]=1)=[O:4].N.[C:17](OC(=O)C)(=O)[CH3:18].